Dataset: Experimentally validated miRNA-target interactions with 360,000+ pairs, plus equal number of negative samples. Task: Binary Classification. Given a miRNA mature sequence and a target amino acid sequence, predict their likelihood of interaction. (1) The miRNA is dme-miR-12-5p with sequence UGAGUAUUACAUCAGGUACUGGU. The protein sequence of the target gene is MDSASQDINLNSPNKGVLSDFMTDVPVDPGVVHRTPVVEGLTEGEEEELRAELAKVEEEIVTLRQVLAAKERHCGELKRRLGLSTLGELKQNLSRSWHDVQVSTAYVKTSEKLGEWNEKVTQSDLYKKTQETLSQAGQKTSAALSTMGSAISRKLGDMSSYSIRHSISMPVMRNSATFKSFEDRVGTIKSKVVGGRENGSDNLPPSPGSGDQTLPDHAPF. Result: 0 (no interaction). (2) The miRNA is hsa-miR-302d-5p with sequence ACUUUAACAUGGAGGCACUUGC. The protein sequence of the target gene is MNKAPQSTGPPPAPSPGLPQPAFPPGQTAPVVFSTPQATQMNTPSQPRQHFYPSRAQPPSSAASRVQSAAPARPGPAAHVYPAGSQVMMIPSQISYPASQGAYYIPGQGRSTYVVPTQQYPVQPGAPGFYPGASPTEFGTYAGAYYPAQGVQQFPTGVAPTPVLMNQPPQIAPKRERKTIRIRDPNQGGKDITEEIMSGARTASTPTPPQTGGGLEPQANGETPQVAVIVRPDDRSQGAIIADRPGLPGPEHSPSESQPSSPSPTPSPSPVLEPGSEPNLAVLSIPGDTMTTIQMSVEES.... Result: 0 (no interaction). (3) The miRNA is hsa-miR-1292-5p with sequence UGGGAACGGGUUCCGGCAGACGCUG. The protein sequence of the target gene is MPTVVVMDVSLSMTRPVSIEGSEEYQRKHLAAHGLTMLFEHMATNYKLEFTALVVFSSLWELMVPFTRDYNTLQEALSNMDDYDKTCLESALVGVCNIVQQEWGGAIPCQVVLVTDGCLGIGRGSLRHSLATQNQRSESNRFPLPFPFPSKLYIMCMANLEELQSTDSLECLERLIDLNNGEGQIFTIDGPLCLKNVQSMFGKLIDLAYTPFHAVLKCGHLTADVQVFPRPEPFVVDEEIDPIPKVINTDLEIVGFIDIADISSPPVLSRHLVLPIALNKEGDEVGTGITDDNEDENSAN.... Result: 1 (interaction).